Dataset: Full USPTO retrosynthesis dataset with 1.9M reactions from patents (1976-2016). Task: Predict the reactants needed to synthesize the given product. (1) Given the product [CH2:12]([O:11][C:9](=[O:10])[CH2:8][O:5][CH2:4][CH:1]1[CH2:3][CH2:2]1)[CH3:13], predict the reactants needed to synthesize it. The reactants are: [CH:1]1([CH2:4][OH:5])[CH2:3][CH2:2]1.[N+](=[CH:8][C:9]([O:11][CH2:12][CH3:13])=[O:10])=[N-]. (2) Given the product [F:13][CH:12]([O:29][C:26]1[CH:25]=[CH:24][C:23]([C:20]2[CH:21]=[CH:22][C:17]([F:16])=[CH:18][CH:19]=2)=[CH:28][CH:27]=1)[C:11]([NH:10][C:9]1[C:5]([C:3]([OH:2])=[O:4])=[CH:6][S:7][CH:8]=1)=[O:15], predict the reactants needed to synthesize it. The reactants are: C[O:2][C:3]([C:5]1[C:9]([NH:10][C:11](=[O:15])[CH:12](Cl)[F:13])=[CH:8][S:7][CH:6]=1)=[O:4].[F:16][C:17]1[CH:22]=[CH:21][C:20]([C:23]2[CH:28]=[CH:27][C:26]([OH:29])=[CH:25][CH:24]=2)=[CH:19][CH:18]=1. (3) Given the product [CH3:34][N:33]([CH3:36])[CH2:32][CH2:31][NH:35][C:17]([C:15]1[C:14]2[N:13]=[C:12]3[C:20]([CH3:24])=[CH:21][CH:22]=[CH:23][C:11]3=[CH:10][C:9]=2[C:8](=[O:25])[N:7]([CH2:6][C:5]2[CH:26]=[CH:27][C:28]([O:29][CH3:30])=[C:3]([O:2][CH3:1])[CH:4]=2)[CH:16]=1)=[O:18], predict the reactants needed to synthesize it. The reactants are: [CH3:1][O:2][C:3]1[CH:4]=[C:5]([CH:26]=[CH:27][C:28]=1[O:29][CH3:30])[CH2:6][N:7]1[CH:16]=[C:15]([C:17](O)=[O:18])[C:14]2[N:13]=[C:12]3[C:20]([CH3:24])=[CH:21][CH:22]=[CH:23][C:11]3=[CH:10][C:9]=2[C:8]1=[O:25].[CH:31]1[N:35]=[CH:34][N:33]([C:36](N2C=NC=C2)=O)[CH:32]=1.